This data is from Full USPTO retrosynthesis dataset with 1.9M reactions from patents (1976-2016). The task is: Predict the reactants needed to synthesize the given product. Given the product [O:18]([CH2:19][CH:20]=[CH:21][C:2]1[CH:11]=[CH:10][CH:9]=[CH:8][C:3]=1[C:4]([O:6][CH3:7])=[O:5])[C:12]1[CH:17]=[CH:16][CH:15]=[CH:14][CH:13]=1, predict the reactants needed to synthesize it. The reactants are: Br[C:2]1[CH:11]=[CH:10][CH:9]=[CH:8][C:3]=1[C:4]([O:6][CH3:7])=[O:5].[C:12]1([O:18][CH2:19][CH:20]=[CH2:21])[CH:17]=[CH:16][CH:15]=[CH:14][CH:13]=1.C1(C)C=CC=CC=1P(C1C=CC=CC=1C)C1C=CC=CC=1C.C(N(CC)CC)C.